This data is from NCI-60 drug combinations with 297,098 pairs across 59 cell lines. The task is: Regression. Given two drug SMILES strings and cell line genomic features, predict the synergy score measuring deviation from expected non-interaction effect. (1) Drug 1: C1=CC(=CC=C1CCCC(=O)O)N(CCCl)CCCl. Drug 2: C1CN1P(=S)(N2CC2)N3CC3. Cell line: SN12C. Synergy scores: CSS=32.9, Synergy_ZIP=-5.73, Synergy_Bliss=-2.31, Synergy_Loewe=-4.78, Synergy_HSA=1.04. (2) Drug 1: CCC(=C(C1=CC=CC=C1)C2=CC=C(C=C2)OCCN(C)C)C3=CC=CC=C3.C(C(=O)O)C(CC(=O)O)(C(=O)O)O. Drug 2: CC(C)CN1C=NC2=C1C3=CC=CC=C3N=C2N. Cell line: LOX IMVI. Synergy scores: CSS=6.38, Synergy_ZIP=-2.62, Synergy_Bliss=1.26, Synergy_Loewe=1.69, Synergy_HSA=1.37.